The task is: Predict which catalyst facilitates the given reaction.. This data is from Catalyst prediction with 721,799 reactions and 888 catalyst types from USPTO. Reactant: [CH:1]1([N:7]=[C:8]=[O:9])[CH2:6][CH2:5][CH2:4][CH2:3][CH2:2]1.[CH2:10]([C:14]1[N:15]([CH2:28][C:29]([CH3:32])([NH2:31])[CH3:30])[C:16]2[C:21]([CH3:22])=[C:20]([CH3:23])[N:19]3[N:24]=[N:25][N:26]=[C:18]3[C:17]=2[N:27]=1)[CH2:11][CH2:12][CH3:13]. Product: [CH2:10]([C:14]1[N:15]([CH2:28][C:29]([NH:31][C:8]([NH:7][CH:1]2[CH2:6][CH2:5][CH2:4][CH2:3][CH2:2]2)=[O:9])([CH3:32])[CH3:30])[C:16]2[C:21]([CH3:22])=[C:20]([CH3:23])[N:19]3[N:24]=[N:25][N:26]=[C:18]3[C:17]=2[N:27]=1)[CH2:11][CH2:12][CH3:13]. The catalyst class is: 4.